Dataset: Forward reaction prediction with 1.9M reactions from USPTO patents (1976-2016). Task: Predict the product of the given reaction. (1) Given the reactants [ClH:1].[C:2]([O:5][C@@H:6]([C:37]1[S:38][CH:39]=[C:40]([C:42](=[O:60])[NH:43][C@H:44]([CH2:52][C@H:53]([CH3:59])[C:54]([O:56][CH2:57][CH3:58])=[O:55])[CH2:45][C:46]2[CH:51]=[CH:50][CH:49]=[CH:48][CH:47]=2)[N:41]=1)[CH2:7][C@@H:8]([N:12]([CH3:36])[C:13](=[O:35])[C@@H:14]([NH:19]C([C@H]1CCCCN1C(OC(C)(C)C)=O)=O)[C@@H:15]([CH3:18])[CH2:16][CH3:17])[CH:9]([CH3:11])[CH3:10])(=[O:4])[CH3:3], predict the reaction product. The product is: [ClH:1].[NH2:19][C@@H:14]([C@@H:15]([CH3:18])[CH2:16][CH3:17])[C:13]([N:12]([C@@H:8]([CH:9]([CH3:11])[CH3:10])[CH2:7][C@H:6]([C:37]1[S:38][CH:39]=[C:40]([C:42]([NH:43][C@@H:44]([CH2:45][C:46]2[CH:47]=[CH:48][CH:49]=[CH:50][CH:51]=2)[CH2:52][C@H:53]([CH3:59])[C:54]([O:56][CH2:57][CH3:58])=[O:55])=[O:60])[N:41]=1)[O:5][C:2](=[O:4])[CH3:3])[CH3:36])=[O:35]. (2) The product is: [F:11][C:6]1[N:5]([CH3:12])[N:4]=[C:3]([CH:2]([F:13])[F:1])[C:7]=1[C:8]([OH:14])=[O:9]. Given the reactants [F:1][CH:2]([F:13])[C:3]1[C:7]([C:8](F)=[O:9])=[C:6]([F:11])[N:5]([CH3:12])[N:4]=1.[OH-:14].[Na+].Cl, predict the reaction product. (3) Given the reactants Br[CH2:2][C:3]([C:5]1([C:9]2[CH:14]=[CH:13][C:12]([Cl:15])=[C:11]([Cl:16])[CH:10]=2)[CH2:8][CH2:7][CH2:6]1)=[O:4].[CH:17]12[CH2:23][CH:20]([CH2:21][CH2:22]1)[CH2:19][NH:18]2.Cl.CCN(CC)CC, predict the reaction product. The product is: [CH:17]12[CH2:23][CH:20]([CH2:21][CH2:22]1)[CH2:19][N:18]2[CH2:2][C:3]([C:5]1([C:9]2[CH:14]=[CH:13][C:12]([Cl:15])=[C:11]([Cl:16])[CH:10]=2)[CH2:8][CH2:7][CH2:6]1)=[O:4].